Predict the product of the given reaction. From a dataset of Forward reaction prediction with 1.9M reactions from USPTO patents (1976-2016). (1) Given the reactants [Cl:1]N1C(=O)CCC1=O.[CH:9](=[N:16][OH:17])[C:10]1[CH:15]=[CH:14][CH:13]=[CH:12][CH:11]=1.O, predict the reaction product. The product is: [Cl:1][C:9](=[N:16][OH:17])[C:10]1[CH:15]=[CH:14][CH:13]=[CH:12][CH:11]=1. (2) Given the reactants [C:1]([O:4][C@@H:5]1[C@@H:18]([O:19][C:20](=[O:22])[CH3:21])[C@H:17]([O:23][C:24](=[O:26])[CH3:25])[CH2:16][S:15][C@H:6]1[O:7][C:8]1[CH:9]=[N:10][CH:11]=[C:12](Br)[CH:13]=1)(=[O:3])[CH3:2].[CH3:27][C:28]1[CH:29]=[C:30](B(O)O)[CH:31]=[C:32]([CH3:36])[C:33]=1[O:34][CH3:35], predict the reaction product. The product is: [C:1]([O:4][C@@H:5]1[C@@H:18]([O:19][C:20](=[O:22])[CH3:21])[C@H:17]([O:23][C:24](=[O:26])[CH3:25])[CH2:16][S:15][C@H:6]1[O:7][C:8]1[CH:9]=[N:10][CH:11]=[C:12]([C:30]2[CH:31]=[C:32]([CH3:36])[C:33]([O:34][CH3:35])=[C:28]([CH3:27])[CH:29]=2)[CH:13]=1)(=[O:3])[CH3:2]. (3) The product is: [Na+:37].[C:1]([C:5]1[N:6](/[CH:23]=[CH:24]/[C@H:25]([OH:35])[CH2:26][C@H:27]([OH:34])[CH2:28][C:29]([O-:31])=[O:30])[C:7]([C:17]2[CH:22]=[CH:21][N:20]=[CH:19][CH:18]=2)=[C:8]([C:10]2[CH:15]=[CH:14][C:13]([F:16])=[CH:12][CH:11]=2)[N:9]=1)([CH3:4])([CH3:2])[CH3:3]. Given the reactants [C:1]([C:5]1[N:6](/[CH:23]=[CH:24]/[C@H:25]([OH:35])[CH2:26][C@H:27]([OH:34])[CH2:28][C:29]([O:31]CC)=[O:30])[C:7]([C:17]2[CH:22]=[CH:21][N:20]=[CH:19][CH:18]=2)=[C:8]([C:10]2[CH:15]=[CH:14][C:13]([F:16])=[CH:12][CH:11]=2)[N:9]=1)([CH3:4])([CH3:3])[CH3:2].[OH-].[Na+:37], predict the reaction product. (4) Given the reactants [CH3:1][O:2][C:3]1[CH:8]=[CH:7][N:6]=[CH:5][CH:4]=1.[Br:9][CH2:10][C:11]([O:13][CH3:14])=[O:12], predict the reaction product. The product is: [Br-:9].[CH3:1][O:2][C:3]1[CH:8]=[CH:7][N+:6]([CH2:10][C:11]([O:13][CH3:14])=[O:12])=[CH:5][CH:4]=1. (5) Given the reactants [CH2:1]([C:3]1[CH:8]=[C:7]([CH3:9])[NH:6][C:5](=[O:10])[C:4]=1[C:11]#[N:12])[CH3:2].Cl[CH2:14][C:15]1[CH:20]=[CH:19][CH:18]=[CH:17][CH:16]=1, predict the reaction product. The product is: [CH2:14]([O:10][C:5]1[C:4]([C:11]#[N:12])=[C:3]([CH2:1][CH3:2])[CH:8]=[C:7]([CH3:9])[N:6]=1)[C:15]1[CH:20]=[CH:19][CH:18]=[CH:17][CH:16]=1.